This data is from Experimentally validated miRNA-target interactions with 360,000+ pairs, plus equal number of negative samples. The task is: Binary Classification. Given a miRNA mature sequence and a target amino acid sequence, predict their likelihood of interaction. (1) The miRNA is hsa-miR-340-5p with sequence UUAUAAAGCAAUGAGACUGAUU. The protein sequence of the target gene is MSAEAADREAATSSRPCTPPQTCWFEFLLEESLLEKHLRKPCPDPAPVQLIVQFLEQASKPSVNEQNQVQPPPDNKRNRILKLLALKVAAHLKWDLDILEKSLSVPVLNMLLNELLCISKVPPGTKHVDMDLATLPPTTAMAVLLYNRWAIRTIVQSSFPVKQAKPGPPQLSVMNQMQQEKELTENILKVLKEQAADSILVLEAALKLNKDLYVHTMRTLDLLAMEPGMVNGETESSTAGLKVKTEEMQCQVCYDLGAAYFQQGSTNSAVYENAREKFFRTKELIAEIGSLSLHCTIDEK.... Result: 1 (interaction). (2) The miRNA is hsa-miR-6827-5p with sequence UGGGAGCCAUGAGGGUCUGUGC. Result: 1 (interaction). The protein sequence of the target gene is MLRLGLCAAALLCVCRPGAVRADCWLIEGDKGYVWLAICSQNQPPYETIPQHINSTVHDLRLNENKLKAVLYSSLNRFGNLTDLNLTKNEISYIEDGAFLGQSSLQVLQLGYNKLSNLTEGMLRGMSRLQFLFVQHNLIEVVTPTAFSECPSLISIDLSSNRLSRLDGATFASLASLMVCELAGNPFNCECDLFGFLAWLVVFNNVTKNYDRLQCESPREFAGYPLLVPRPYHSLNAITVLQAKCRNGSLPARPVSHPTPYSTDAQREPDENSGFNPDEILSVEPPASSTTDASAGPAIK....